From a dataset of Forward reaction prediction with 1.9M reactions from USPTO patents (1976-2016). Predict the product of the given reaction. (1) Given the reactants [CH3:1][O:2][C:3](=[O:16])[C:4]1[CH:9]=[C:8]([I:10])[C:7]([C:11]([F:14])([F:13])[F:12])=[CH:6][C:5]=1[NH2:15].[C:17](OC(=O)C)(=[O:19])[CH3:18].C(=O)([O-])O.[Na+], predict the reaction product. The product is: [CH3:1][O:2][C:3](=[O:16])[C:4]1[CH:9]=[C:8]([I:10])[C:7]([C:11]([F:13])([F:14])[F:12])=[CH:6][C:5]=1[NH:15][C:17](=[O:19])[CH3:18]. (2) The product is: [C:1]([O:5][C@@H:6]([C:10]1[C:35]([CH3:36])=[CH:34][C:13]2[N:14]=[C:15]([C:17]3[CH:18]=[C:19]4[C:23](=[CH:24][CH:25]=3)[N:22]([CH3:26])[N:21]=[C:20]4[N:27]([CH3:32])[CH3:28])[S:16][C:12]=2[C:11]=1[C:37]1[CH:42]=[CH:41][C:40]([Cl:43])=[CH:39][CH:38]=1)[C:7]([OH:9])=[O:8])([CH3:4])([CH3:2])[CH3:3]. Given the reactants [C:1]([O:5][C@@H:6]([C:10]1[C:35]([CH3:36])=[CH:34][C:13]2[N:14]=[C:15]([C:17]3[CH:18]=[C:19]4[C:23](=[CH:24][CH:25]=3)[N:22]([CH3:26])[N:21]=[C:20]4[N:27]3[CH2:32]CN(C)C[CH2:28]3)[S:16][C:12]=2[C:11]=1[C:37]1[CH:42]=[CH:41][C:40]([Cl:43])=[CH:39][CH:38]=1)[C:7]([OH:9])=[O:8])([CH3:4])([CH3:3])[CH3:2].BrC1C=C2C(=CC=1)N(C)N=C2N(C)C, predict the reaction product. (3) Given the reactants Cl[C:2]([O:4][C:5]1[CH:10]=[CH:9][CH:8]=[CH:7][CH:6]=1)=[O:3].Br.[Br:12][C:13]1[S:17][C:16]([NH2:18])=[N:15][CH:14]=1, predict the reaction product. The product is: [Br:12][C:13]1[S:17][C:16]([N:18]([C:2]([O:4][C:5]2[CH:10]=[CH:9][CH:8]=[CH:7][CH:6]=2)=[O:3])[C:2]([O:4][C:5]2[CH:10]=[CH:9][CH:8]=[CH:7][CH:6]=2)=[O:3])=[N:15][CH:14]=1. (4) Given the reactants [CH2:1]([C:3]1[C:13]([CH2:14][C:15]2[CH:24]=[CH:23][C:18]([C:19]([NH:21][NH2:22])=[O:20])=[CH:17][CH:16]=2)=[C:6]2[N:7]=[C:8]([CH3:12])[CH:9]=[C:10]([CH3:11])[N:5]2[N:4]=1)[CH3:2].[C:25]([O:29][C:30]([NH:32][C@H:33]1[CH2:38][CH2:37][C@H:36]([C:39](O)=[O:40])[CH2:35][CH2:34]1)=[O:31])([CH3:28])([CH3:27])[CH3:26].C(Cl)CCl.C1C=CC2N(O)N=NC=2C=1.CCN(CC)CC, predict the reaction product. The product is: [C:25]([O:29][C:30](=[O:31])[NH:32][CH:33]1[CH2:34][CH2:35][CH:36]([C:39]([NH:22][NH:21][C:19](=[O:20])[C:18]2[CH:17]=[CH:16][C:15]([CH2:14][C:13]3[C:3]([CH2:1][CH3:2])=[N:4][N:5]4[C:10]([CH3:11])=[CH:9][C:8]([CH3:12])=[N:7][C:6]=34)=[CH:24][CH:23]=2)=[O:40])[CH2:37][CH2:38]1)([CH3:28])([CH3:26])[CH3:27]. (5) The product is: [Cl:8][C:9]1[C:10]([O:23][C:24]2[CH:25]=[N:26][C:27]([N:36]3[CH2:37][CH2:38][C:34]([F:39])([F:33])[CH2:35]3)=[C:28]([Cl:30])[CH:29]=2)=[CH:11][C:12]([F:22])=[C:13]([CH:21]=1)[C:14]([NH:16][S:17]([CH3:20])(=[O:19])=[O:18])=[O:15]. Given the reactants C(N(CC)CC)C.[Cl:8][C:9]1[C:10]([O:23][C:24]2[CH:25]=[N:26][C:27](F)=[C:28]([Cl:30])[CH:29]=2)=[CH:11][C:12]([F:22])=[C:13]([CH:21]=1)[C:14]([NH:16][S:17]([CH3:20])(=[O:19])=[O:18])=[O:15].Cl.[F:33][C:34]1([F:39])[CH2:38][CH2:37][NH:36][CH2:35]1.O, predict the reaction product. (6) Given the reactants [OH:1]/[N:2]=[CH:3]/[C:4]1[CH:5]=[C:6]2[C:11](=[CH:12][CH:13]=1)[C:10](=[O:14])[CH2:9][CH2:8][CH2:7]2.ClN1C(=O)CCC1=O.[Cl:23][C:24]1[CH:29]=[C:28]([C:30]([C:32]([F:35])([F:34])[F:33])=[CH2:31])[CH:27]=[C:26]([Cl:36])[CH:25]=1.[K], predict the reaction product. The product is: [Cl:23][C:24]1[CH:29]=[C:28]([C:30]2([C:32]([F:35])([F:33])[F:34])[O:1][N:2]=[C:3]([C:4]3[CH:5]=[C:6]4[C:11](=[CH:12][CH:13]=3)[C:10](=[O:14])[CH2:9][CH2:8][CH2:7]4)[CH2:31]2)[CH:27]=[C:26]([Cl:36])[CH:25]=1. (7) Given the reactants [C:1]([O:5][C:6]([N:8]1[CH2:14][CH2:13][CH2:12][N:11]([C:15]([C:17]2[CH:18]=[C:19]3[C:23](=[CH:24][CH:25]=2)[N:22]([CH:26]([CH3:28])[CH3:27])[C:21]([C:29](O)=[O:30])=[CH:20]3)=[O:16])[CH2:10][CH2:9]1)=[O:7])([CH3:4])([CH3:3])[CH3:2].[NH:32]1[CH2:37][CH2:36][S:35](=[O:39])(=[O:38])[CH2:34][CH2:33]1.Cl.C(N=C=NCCCN(C)C)C, predict the reaction product. The product is: [C:1]([O:5][C:6]([N:8]1[CH2:14][CH2:13][CH2:12][N:11]([C:15]([C:17]2[CH:18]=[C:19]3[C:23](=[CH:24][CH:25]=2)[N:22]([CH:26]([CH3:27])[CH3:28])[C:21]([C:29]([N:32]2[CH2:37][CH2:36][S:35](=[O:39])(=[O:38])[CH2:34][CH2:33]2)=[O:30])=[CH:20]3)=[O:16])[CH2:10][CH2:9]1)=[O:7])([CH3:2])([CH3:3])[CH3:4]. (8) Given the reactants Br[CH2:2][C:3]1[N:7]([CH3:8])[N:6]([C:9]2[CH:14]=[CH:13][CH:12]=[CH:11][CH:10]=2)[C:5](=[O:15])[C:4]=1[O:16][CH2:17][CH3:18].[F:19][C:20]1[CH:43]=[CH:42][C:23]([CH2:24][N:25]2[N:29]=[C:28]([C:30]3[CH:35]=[CH:34][CH:33]=[CH:32][CH:31]=3)[C:27]3([CH2:40][CH2:39][NH:38][CH2:37][CH2:36]3)[C:26]2=[O:41])=[CH:22][CH:21]=1.C(=O)([O-])[O-].[K+].[K+], predict the reaction product. The product is: [CH2:17]([O:16][C:4]1[C:5](=[O:15])[N:6]([C:9]2[CH:14]=[CH:13][CH:12]=[CH:11][CH:10]=2)[N:7]([CH3:8])[C:3]=1[CH2:2][N:38]1[CH2:39][CH2:40][C:27]2([C:26](=[O:41])[N:25]([CH2:24][C:23]3[CH:22]=[CH:21][C:20]([F:19])=[CH:43][CH:42]=3)[N:29]=[C:28]2[C:30]2[CH:31]=[CH:32][CH:33]=[CH:34][CH:35]=2)[CH2:36][CH2:37]1)[CH3:18]. (9) Given the reactants CC1(C)C(C)(C)OB([C:9]2[CH:10]=[N:11][N:12]([CH2:14][O:15][CH2:16][CH2:17][Si:18]([CH3:21])([CH3:20])[CH3:19])[CH:13]=2)O1.[OH-:23].[Na+].OO, predict the reaction product. The product is: [CH3:19][Si:18]([CH3:21])([CH3:20])[CH2:17][CH2:16][O:15][CH2:14][N:12]1[CH:13]=[C:9]([OH:23])[CH:10]=[N:11]1. (10) Given the reactants C([N:8]1[CH2:31][CH2:30][C:11]2[N:12]=[C:13]([C:22]3[C:27]([CH3:28])=[CH:26][CH:25]=[CH:24][C:23]=3[CH3:29])[N:14]=[C:15]([O:16][CH2:17][CH2:18][CH2:19][O:20][CH3:21])[C:10]=2[CH2:9]1)C1C=CC=CC=1.C(O)(=O)C.[H][H].C(=O)(O)[O-].[Na+], predict the reaction product. The product is: [CH3:28][C:27]1[CH:26]=[CH:25][CH:24]=[C:23]([CH3:29])[C:22]=1[C:13]1[N:14]=[C:15]([O:16][CH2:17][CH2:18][CH2:19][O:20][CH3:21])[C:10]2[CH2:9][NH:8][CH2:31][CH2:30][C:11]=2[N:12]=1.